Dataset: Experimentally validated miRNA-target interactions with 360,000+ pairs, plus equal number of negative samples. Task: Binary Classification. Given a miRNA mature sequence and a target amino acid sequence, predict their likelihood of interaction. (1) The protein sequence of the target gene is MGHHRPWLHASVLWAGVASLLLPPAMTQQLRGDGLGFRNRNNSTGVAGLSEEASAELRHHLHSPRDHPDENKDVSTENGHHFWSHPDREKEDEDVSKEYGHLLPGHRSQDHKVGDEGVSGEEVFAEHGGQARGHRGHGSEDTEDSAEHRHHLPSHRSHSHQDEDEDEVVSSEHHHHILRHGHRGHDGEDDEGEEEEEEEEEEEEASTEYGHQAHRHRGHGSEEDEDVSDGHHHHGPSHRHQGHEEDDDDDDDDDDDDDDDDVSIEYRHQAHRHQGHGIEEDEDVSDGHHHRDPSHRHRSH.... The miRNA is hsa-miR-1281 with sequence UCGCCUCCUCCUCUCCC. Result: 0 (no interaction). (2) The miRNA is hsa-miR-7515 with sequence AGAAGGGAAGAUGGUGAC. The protein sequence of the target gene is MGGRVFLAFCVWLTLPGAETQDSRGCARWCPQNSSCVNATACRCNPGFSSFSEIITTPTETCDDINECATPSKVSCGKFSDCWNTEGSYDCVCSPGYEPVSGAKTFKNESENTCQDVDECQQNPRLCKSYGTCVNTLGSYTCQCLPGFKFIPEDPKVCTDVNECTSGQNPCHSSTHCLNNVGSYQCRCRPGWQPIPGSPNGPNNTVCEDVDECSSGQHQCDSSTVCFNTVGSYSCRCRPGWKPRHGIPNNQKDTVCEDMTFSTWTPPPGVHSQTLSRFFDKVQDLGRDSKTSSAEVTIQN.... Result: 1 (interaction). (3) The miRNA is hsa-miR-1249-5p with sequence AGGAGGGAGGAGAUGGGCCAAGUU. The protein sequence of the target gene is MTGRVCRGCGGTDIELDAARGDAVCTACGSVLEDNIIVSEVQFVESSGGGSSAVGQFVSLDGAGKTPTLGGGFHVNLGKESRAQTLQNGRRHIHHLGNQLQLNQHCLDTAFNFFKMAVSRHLTRGRKMAHVIAACLYLVCRTEGTPHMLLDLSDLLQVNVYVLGKTFLLLARELCINAPAIDPCLYIPRFAHLLEFGEKNHEVSMTALRLLQRMKRDWMHTGRRPSGLCGAALLVAARMHDFRRTVKEVISVVKVCESTLRKRLTEFEDTPTSQLTIDEFMKIDLEEECDPPSYTAGQRK.... Result: 0 (no interaction). (4) The miRNA is hsa-miR-7154-5p with sequence UUCAUGAACUGGGUCUAGCUUGG. The protein sequence of the target gene is MPLTPTVQGFQWTLRGPDVETSPFGAPRAASHGVGRHQELRDPTVPGPTSSATNVSMVVSAGPWSGEKAEMNILEINKKSRPQLAENKQQFRNLKQKCLVTQVAYFLANRQNNYDYEDCKDLIKSMLRDERLLTEEKLAEELGQAEELRQYKVLVHSQERELTQLREKLQEGRDASRSLNQHLQALLTPDEPDNSQGRDLREQLAEGCRLAQHLVQKLSPENDDDEDEDVKVEEAEKVQELYAPREVQKAEEKEVPEDSLEECAITCSNSHHPCESNQPYGNTRITFEEDQVDSTLIDSS.... Result: 1 (interaction). (5) The miRNA is mmu-miR-467e-3p with sequence AUAUACAUACACACACCUAUAU. The protein sequence of the target gene is MDLPVDEWKSYLLQKWASLPTSVQVTISTAETLRDIFLHSSSLLQPEDELFLKRLSKGYLVGKDSDAPLFYREEGNKKFQEKDYTGAAVLYSKGVSHSRPNTEDMSLCHANRSAALFHLGQYETCLKDINRAQTHGYPERLQPKIMLRKAECLVALGRLQEASQTISDLERNFTATPALADVLPQTLQRNLHRLKMKMQEKDSLTESFPAALAKTLEDAALREENEQLSNASSSIGLCVDPLKGRCLVATKDILPGELLVQEDAFVSVLNPGELPPPHHGLDSKWDTRVTNGDLYCHRCL.... Result: 0 (no interaction). (6) The miRNA is mmu-miR-3087-3p with sequence UAACUCACUGUCAUGUCCUCA. The protein sequence of the target gene is MADAEVITFPKKHKKKKDRKPLQEDDVAEIQHAEEFLIKPESKVAQLDTSQWPLLLKNFDKLNVRTAHYTPLPCGSNPLKREIGDYIRTGFINLDKPSNPSSHEVVAWIRRILRVEKTGHSGTLDPKVTGCLIVCIERATRLVKSQQSAGKEYVGIVRLHNAIEGGTQLSRALETLTGALFQRPPLIAAVKRQLRVRTIYESKMIEYDPERRLGIFWVSCEAGTYIRTLCVHLGLLLGVGGQMQELRRVRSGVMSEKDHMVTMHDVLDAQWLYDNHKDESYLRRVVYPLEKLLTSHKRLV.... Result: 1 (interaction). (7) The miRNA is hsa-miR-516a-3p with sequence UGCUUCCUUUCAGAGGGU. The protein sequence of the target gene is MAGSVADSDAVVKLDDGHLNNSLGSPVQADVYFPRLIVPFCGHIKGGMRPGKKVLVMGIVDLNPESFAISLTCGDSEDPPADVAIELKAVFTDRQLLRNSCISGERGEEQSAIPYFPFIPDQPFRVEILCEHPRFRVFVDGHQLFDFYHRIQTLSAIDTIKINGDLQITKLG. Result: 0 (no interaction).